From a dataset of Full USPTO retrosynthesis dataset with 1.9M reactions from patents (1976-2016). Predict the reactants needed to synthesize the given product. (1) Given the product [OH:13][CH2:12][CH2:11][S:10][C:2]1[CH:9]=[CH:8][C:5]([C:6]#[N:7])=[CH:4][CH:3]=1, predict the reactants needed to synthesize it. The reactants are: F[C:2]1[CH:9]=[CH:8][C:5]([C:6]#[N:7])=[CH:4][CH:3]=1.[SH:10][CH2:11][CH2:12][OH:13]. (2) Given the product [C:1]([C:3]1[CH:4]=[C:5]([CH:42]=[C:43]([C:45]([F:48])([F:46])[F:47])[CH:44]=1)[CH2:6][N:7]([CH2:23][C:24]1[CH:29]=[C:28]([C:30]([F:32])([F:33])[F:31])[CH:27]=[CH:26][C:25]=1[N:34]([CH2:38][CH:39]1[CH2:40][CH2:41]1)[CH2:35][CH2:36][CH3:37])[C:8]1[N:9]=[CH:10][C:11]([O:14][CH2:15][CH2:16][CH2:17][C:18]([OH:20])=[O:19])=[CH:12][N:13]=1)#[N:2], predict the reactants needed to synthesize it. The reactants are: [C:1]([C:3]1[CH:4]=[C:5]([CH:42]=[C:43]([C:45]([F:48])([F:47])[F:46])[CH:44]=1)[CH2:6][N:7]([CH2:23][C:24]1[CH:29]=[C:28]([C:30]([F:33])([F:32])[F:31])[CH:27]=[CH:26][C:25]=1[N:34]([CH2:38][CH:39]1[CH2:41][CH2:40]1)[CH2:35][CH2:36][CH3:37])[C:8]1[N:13]=[CH:12][C:11]([O:14][CH2:15][CH2:16][CH2:17][C:18]([O:20]CC)=[O:19])=[CH:10][N:9]=1)#[N:2].[OH-].[Na+].C(OCC)(=O)C.